From a dataset of Tyrosyl-DNA phosphodiesterase HTS with 341,365 compounds. Binary Classification. Given a drug SMILES string, predict its activity (active/inactive) in a high-throughput screening assay against a specified biological target. (1) The compound is OC(c1c2[nH]c(c1C)C=C1N=C(C(=C1C)CCC(O)=O)C=C1N=C(C(=C1CCC(O)=O)C)C=c1[nH]c(c(c1C(O)C)C)=C2)C. The result is 1 (active). (2) The compound is O1C(CCC1)C(=O)Nc1ccc(cc1)C(=O)Nc1ccc(cc1)C(OC)=O. The result is 0 (inactive).